From a dataset of Forward reaction prediction with 1.9M reactions from USPTO patents (1976-2016). Predict the product of the given reaction. (1) Given the reactants [CH3:1][NH:2][C:3]1[CH:8]=[CH:7][CH:6]=[CH:5][CH:4]=1.C([Li])CCC.Cl[Si:15]([CH3:18])([CH3:17])[CH3:16], predict the reaction product. The product is: [CH3:16][Si:15]([CH3:18])([CH3:17])[N:2]([CH3:1])[C:3]1[CH:8]=[CH:7][CH:6]=[CH:5][CH:4]=1. (2) Given the reactants Cl[C:2]1[N:3]=[N:4][C:5]([C:8]([F:11])([F:10])[F:9])=[CH:6][CH:7]=1.CC1(C)C(C)(C)OB([C:20]2[CH:21]=[C:22]3[C:26](=[CH:27][CH:28]=2)[N:25]([S:29]([C:32]2[CH:39]=[CH:38][C:35]([C:36]#[N:37])=[CH:34][CH:33]=2)(=[O:31])=[O:30])[CH2:24][CH2:23]3)O1.C(=O)([O-])[O-].[Cs+].[Cs+].[B-](F)(F)(F)F.CC([PH+](C(C)(C)C)C(C)(C)C)(C)C, predict the reaction product. The product is: [F:9][C:8]([F:11])([F:10])[C:5]1[N:4]=[N:3][C:2]([C:20]2[CH:21]=[C:22]3[C:26](=[CH:27][CH:28]=2)[N:25]([S:29]([C:32]2[CH:39]=[CH:38][C:35]([C:36]#[N:37])=[CH:34][CH:33]=2)(=[O:31])=[O:30])[CH2:24][CH2:23]3)=[CH:7][CH:6]=1. (3) Given the reactants [CH2:1]([O:3][C:4]([C@@H:6]1[CH2:11][CH2:10][C@H:9]([O:12][C:13]2[C:25]([F:26])=[CH:24][C:16]([C:17]([O:19]C(C)(C)C)=[O:18])=[C:15]([F:27])[CH:14]=2)[CH2:8][CH2:7]1)=[O:5])[CH3:2].Cl, predict the reaction product. The product is: [CH2:1]([O:3][C:4]([C@@H:6]1[CH2:7][CH2:8][C@H:9]([O:12][C:13]2[C:25]([F:26])=[CH:24][C:16]([C:17]([OH:19])=[O:18])=[C:15]([F:27])[CH:14]=2)[CH2:10][CH2:11]1)=[O:5])[CH3:2]. (4) Given the reactants [Br:1][C:2]1[CH:3]=[C:4]([NH:8][C:9](=[O:14])[C:10]([F:13])([F:12])[F:11])[CH:5]=[CH:6][CH:7]=1.[Cl:15][S:16](O)(=[O:18])=[O:17], predict the reaction product. The product is: [Br:1][C:2]1[CH:3]=[C:4]([NH:8][C:9](=[O:14])[C:10]([F:11])([F:13])[F:12])[CH:5]=[CH:6][C:7]=1[S:16]([Cl:15])(=[O:18])=[O:17].